Task: Predict the product of the given reaction.. Dataset: Forward reaction prediction with 1.9M reactions from USPTO patents (1976-2016) (1) Given the reactants [CH:1]1([N:7]2[C:12](=[O:13])[C:11]([CH3:14])=[C:10]([OH:15])[C:9]([C:16]([O:18]C)=[O:17])=[C:8]2[CH3:20])[CH2:6][CH2:5][CH2:4][CH2:3][CH2:2]1.Cl, predict the reaction product. The product is: [CH:1]1([N:7]2[C:12](=[O:13])[C:11]([CH3:14])=[C:10]([OH:15])[C:9]([C:16]([OH:18])=[O:17])=[C:8]2[CH3:20])[CH2:2][CH2:3][CH2:4][CH2:5][CH2:6]1. (2) Given the reactants C([O:8][C:9]1[CH:14]=[CH:13][C:12]([CH2:15][C:16]([CH3:22])([CH3:21])[CH2:17][C:18]([OH:20])=[O:19])=[CH:11][CH:10]=1)C1C=CC=CC=1.Cl.O1CCO[CH2:26][CH2:25]1, predict the reaction product. The product is: [OH:8][C:9]1[CH:10]=[CH:11][C:12]([CH2:15][C:16]([CH3:21])([CH3:22])[CH2:17][C:18]([O:20][CH2:25][CH3:26])=[O:19])=[CH:13][CH:14]=1. (3) Given the reactants C([O:8][C:9]1[N:14]=[C:13]2[NH:15][CH:16]=[N:17][C:12]2=[CH:11][CH:10]=1)C1C=CC=CC=1.Br[CH:19]1[CH2:22][CH2:21][CH2:20]1, predict the reaction product. The product is: [CH:19]1([N:15]2[C:13]3=[N:14][C:9]([OH:8])=[CH:10][CH:11]=[C:12]3[N:17]=[CH:16]2)[CH2:22][CH2:21][CH2:20]1. (4) Given the reactants Cl[C:2]1[N:7]=[C:6]([N:8]([CH3:16])[CH2:9][CH:10]2[CH2:15][CH2:14][O:13][CH2:12][CH2:11]2)[CH:5]=[N:4][CH:3]=1.[Cl:17][C:18]1[C:19](B(O)O)=[CH:20][C:21]([F:24])=[N:22][CH:23]=1.C(Cl)Cl.C(=O)([O-])[O-].[Na+].[Na+], predict the reaction product. The product is: [Cl:17][C:18]1[C:19]([C:2]2[N:7]=[C:6]([N:8]([CH3:16])[CH2:9][CH:10]3[CH2:15][CH2:14][O:13][CH2:12][CH2:11]3)[CH:5]=[N:4][CH:3]=2)=[CH:20][C:21]([F:24])=[N:22][CH:23]=1.